This data is from Forward reaction prediction with 1.9M reactions from USPTO patents (1976-2016). The task is: Predict the product of the given reaction. (1) The product is: [Cl:36][C:33]1[CH:34]=[CH:35][C:29]2[O:28][C:27]([NH:26][C:24](=[O:25])[CH2:23][S:20][C:10]3[N:9]([C:4]4[CH:5]=[CH:6][C:7]([Cl:8])=[C:2]([Cl:1])[CH:3]=4)[C:18](=[O:19])[C:17]4[C:12](=[CH:13][CH:14]=[CH:15][CH:16]=4)[N:11]=3)=[N:31][C:30]=2[CH:32]=1. Given the reactants [Cl:1][C:2]1[CH:3]=[C:4]([N:9]2[C:18](=[O:19])[C:17]3[C:12](=[CH:13][CH:14]=[CH:15][CH:16]=3)[N:11]=[C:10]2[SH:20])[CH:5]=[CH:6][C:7]=1[Cl:8].ClC[CH2:23][C:24]([NH:26][C:27]1[O:28][C:29]2[CH:35]=[CH:34][C:33]([Cl:36])=[CH:32][C:30]=2[N:31]=1)=[O:25], predict the reaction product. (2) Given the reactants [CH3:1][O:2][C:3]1[CH:10]=[CH:9][CH:8]=[C:7]([O:11][CH3:12])[C:4]=1[C:5]#[N:6].Cl.[CH3:14][NH:15][OH:16].C(=O)([O-])[O-].[Na+].[Na+].[C:23]([C:30]([O:32][CH2:33][CH3:34])=[O:31])#[C:24][C:25]([O:27][CH2:28][CH3:29])=[O:26], predict the reaction product. The product is: [CH2:33]([O:32][C:30]([C:23]1([CH2:24][C:25]([O:27][CH2:28][CH3:29])=[O:26])[O:16][N:15]([CH3:14])[C:5]([C:4]2[C:7]([O:11][CH3:12])=[CH:8][CH:9]=[CH:10][C:3]=2[O:2][CH3:1])=[N:6]1)=[O:31])[CH3:34]. (3) Given the reactants C([O:5][C:6](=[O:96])[CH2:7][O:8][CH2:9][CH2:10][O:11][CH2:12][CH2:13][O:14][CH2:15][CH2:16][O:17][CH2:18][CH2:19][O:20][CH2:21][CH2:22][O:23][C:24]1[CH:29]=[C:28]([O:30][CH2:31][CH2:32][O:33][CH2:34][CH2:35][O:36][CH2:37][CH2:38][O:39][CH2:40][CH2:41][O:42][CH2:43][CH2:44][NH:45][C:46]([O:48][CH2:49][CH:50]2[C:62]3[CH:61]=[CH:60][CH:59]=[CH:58][C:57]=3[C:56]3[C:51]2=[CH:52][CH:53]=[CH:54][CH:55]=3)=[O:47])[CH:27]=[C:26]([O:63][CH2:64][CH2:65][O:66][CH2:67][CH2:68][O:69][CH2:70][CH2:71][O:72][CH2:73][CH2:74][O:75][CH2:76][CH2:77][NH:78][C:79]([O:81][CH2:82][CH:83]2[C:95]3[CH:94]=[CH:93][CH:92]=[CH:91][C:90]=3[C:89]3[C:84]2=[CH:85][CH:86]=[CH:87][CH:88]=3)=[O:80])[CH:25]=1)(C)(C)C, predict the reaction product. The product is: [CH:94]1[C:95]2[CH:83]([CH2:82][O:81][C:79]([NH:78][CH2:77][CH2:76][O:75][CH2:74][CH2:73][O:72][CH2:71][CH2:70][O:69][CH2:68][CH2:67][O:66][CH2:65][CH2:64][O:63][C:26]3[CH:25]=[C:24]([CH:29]=[C:28]([O:30][CH2:31][CH2:32][O:33][CH2:34][CH2:35][O:36][CH2:37][CH2:38][O:39][CH2:40][CH2:41][O:42][CH2:43][CH2:44][NH:45][C:46]([O:48][CH2:49][CH:50]4[C:51]5[CH:52]=[CH:53][CH:54]=[CH:55][C:56]=5[C:57]5[C:62]4=[CH:61][CH:60]=[CH:59][CH:58]=5)=[O:47])[CH:27]=3)[O:23][CH2:22][CH2:21][O:20][CH2:19][CH2:18][O:17][CH2:16][CH2:15][O:14][CH2:13][CH2:12][O:11][CH2:10][CH2:9][O:8][CH2:7][C:6]([OH:96])=[O:5])=[O:80])[C:84]3[C:89](=[CH:88][CH:87]=[CH:86][CH:85]=3)[C:90]=2[CH:91]=[CH:92][CH:93]=1. (4) Given the reactants [Br:1][C:2]1[CH:12]=[CH:11][C:5]2[N:6]([CH3:10])[C:7](=[O:9])[NH:8][C:4]=2[C:3]=1[O:13][CH2:14][CH:15]1[CH2:18][CH2:17][CH2:16]1.Br[CH2:20][CH2:21][CH:22]1[CH2:27][CH2:26][N:25]([C:28]([O:30][C:31]([CH3:34])([CH3:33])[CH3:32])=[O:29])[CH2:24][CH2:23]1, predict the reaction product. The product is: [Br:1][C:2]1[CH:12]=[CH:11][C:5]2[N:6]([CH3:10])[C:7](=[O:9])[N:8]([CH2:20][CH2:21][CH:22]3[CH2:23][CH2:24][N:25]([C:28]([O:30][C:31]([CH3:32])([CH3:34])[CH3:33])=[O:29])[CH2:26][CH2:27]3)[C:4]=2[C:3]=1[O:13][CH2:14][CH:15]1[CH2:18][CH2:17][CH2:16]1.